From a dataset of HIV replication inhibition screening data with 41,000+ compounds from the AIDS Antiviral Screen. Binary Classification. Given a drug SMILES string, predict its activity (active/inactive) in a high-throughput screening assay against a specified biological target. (1) The molecule is CC(=O)O.O=C(CCN1CCC(CCO)CC1)Nc1ccc2c(c1)C(=O)c1ccc(NC(=O)CCN3CCC(CCO)CC3)cc1C2=O. The result is 0 (inactive). (2) The drug is CCCCC(NC(=O)C1CCCN1C(=O)OCc1ccccc1)C(=O)OCc1ccccc1. The result is 0 (inactive). (3) The compound is CN(CC(=O)O)S(=O)(=O)c1ccc2ccccc2c1. The result is 0 (inactive).